Dataset: Reaction yield outcomes from USPTO patents with 853,638 reactions. Task: Predict the reaction yield, written as a fraction of the theoretical maximum amount of product (1.0 means a 100% yield; for example, 0.34 means a 34% yield). (1) The reactants are C(=O)([O-])[O-].[K+].[K+].[NH2:7][C:8]1[N:9]=[CH:10][C:11]([C:26]2[CH:36]=[CH:35][C:29]([C:30]([N:32]([CH3:34])[CH3:33])=[O:31])=[CH:28][CH:27]=2)=[N:12][C:13]=1[C:14]1[O:15][C:16]([C:19]2[CH:24]=[CH:23][CH:22]=[CH:21][C:20]=2[OH:25])=[N:17][N:18]=1.Br[CH2:38][CH3:39].O. The catalyst is CN(C=O)C. The product is [NH2:7][C:8]1[N:9]=[CH:10][C:11]([C:26]2[CH:36]=[CH:35][C:29]([C:30]([N:32]([CH3:34])[CH3:33])=[O:31])=[CH:28][CH:27]=2)=[N:12][C:13]=1[C:14]1[O:15][C:16]([C:19]2[CH:24]=[CH:23][CH:22]=[CH:21][C:20]=2[O:25][CH2:38][CH3:39])=[N:17][N:18]=1. The yield is 0.730. (2) The reactants are [N:1]12[CH2:8][CH2:7][C:4]([CH2:9][NH:10][CH2:11][C:12]3[C:20]4[C:19]([C:21]([O-])=[O:22])=[CH:18][CH:17]=[CH:16][C:15]=4[NH:14][N:13]=3)([CH2:5][CH2:6]1)[CH2:3][CH2:2]2.[Li+].C(N(CC)C(C)C)(C)C.CCCP1(OP(CCC)(=O)OP(CCC)(=O)O1)=O. The catalyst is C1COCC1. The product is [N:1]12[CH2:8][CH2:7][C:4]([CH2:9][N:10]3[CH2:11][C:12]4=[N:13][NH:14][C:15]5[C:20]4=[C:19]([CH:18]=[CH:17][CH:16]=5)[C:21]3=[O:22])([CH2:3][CH2:2]1)[CH2:5][CH2:6]2. The yield is 0.130. (3) The reactants are S(O)(O)(=O)=O.[CH3:6][S:7][C:8](=[NH:10])[NH2:9].[OH-].[Na+].[C:13]([O:17][C:18](O[C:18]([O:17][C:13]([CH3:16])([CH3:15])[CH3:14])=[O:19])=[O:19])([CH3:16])([CH3:15])[CH3:14]. The catalyst is C(Cl)Cl.O.[Cl-].[Na+].O. The product is [NH2:10][C:8](=[N:9][C:18](=[O:19])[O:17][C:13]([CH3:16])([CH3:15])[CH3:14])[S:7][CH3:6]. The yield is 0.689. (4) The reactants are [OH:1]/[N:2]=[C:3](\[NH:28][CH3:29])/[C:4](=[N:11]\[O:12][CH2:13][C:14]1[N:19]=[C:18]([NH:20][C:21](=[O:27])[O:22][C:23]([CH3:26])([CH3:25])[CH3:24])[CH:17]=[CH:16][CH:15]=1)/[C:5]1[CH:10]=[CH:9][CH:8]=[CH:7][CH:6]=1.C(N(CC)CC)C.[C:37](Cl)(Cl)=[S:38].O. The catalyst is C1COCC1.C(OCC)(=O)C. The product is [CH3:29][N:28]1[C:37](=[S:38])[O:1][N:2]=[C:3]1/[C:4](=[N:11]\[O:12][CH2:13][C:14]1[N:19]=[C:18]([NH:20][C:21](=[O:27])[O:22][C:23]([CH3:25])([CH3:26])[CH3:24])[CH:17]=[CH:16][CH:15]=1)/[C:5]1[CH:10]=[CH:9][CH:8]=[CH:7][CH:6]=1. The yield is 0.700.